From a dataset of Forward reaction prediction with 1.9M reactions from USPTO patents (1976-2016). Predict the product of the given reaction. (1) Given the reactants [CH3:1][O:2][CH:3]=P(C1C=CC=CC=1)(C1C=CC=CC=1)C1C=CC=CC=1.CC(C)([O-])C.[K+].[C:29]12([O:44][CH2:43][CH2:42][O:41]1)[C:38]1[C:33](=[CH:34][CH:35]=[CH:36][CH:37]=1)[CH2:32][C@@H:31]([CH:39]=O)[CH2:30]2, predict the reaction product. The product is: [CH3:1][O:2][CH:3]=[CH:39][C@@H:31]1[CH2:32][C:33]2[C:38](=[CH:37][CH:36]=[CH:35][CH:34]=2)[C:29]2([O:44][CH2:43][CH2:42][O:41]2)[CH2:30]1. (2) Given the reactants OC(C(F)(F)F)=O.[NH:8]1[CH2:11][CH:10]([NH:12][C:13](=[O:31])[CH2:14][NH:15][C:16]2[C:24]3[C:19](=[CH:20][CH:21]=[C:22]([C:25]([F:28])([F:27])[F:26])[CH:23]=3)[N:18]([CH2:29][CH3:30])[N:17]=2)[CH2:9]1.[OH:32][C:33]1([C:40]2[S:44][CH:43]=[N:42][CH:41]=2)[CH2:38][CH2:37][C:36](=O)[CH2:35][CH2:34]1, predict the reaction product. The product is: [CH2:29]([N:18]1[C:19]2[C:24](=[CH:23][C:22]([C:25]([F:27])([F:26])[F:28])=[CH:21][CH:20]=2)[C:16]([NH:15][CH2:14][C:13]([NH:12][CH:10]2[CH2:9][N:8]([CH:36]3[CH2:35][CH2:34][C:33]([OH:32])([C:40]4[S:44][CH:43]=[N:42][CH:41]=4)[CH2:38][CH2:37]3)[CH2:11]2)=[O:31])=[N:17]1)[CH3:30]. (3) Given the reactants [CH3:1]N1C2C(N3CCN(C)CC3)=CC=CC=2N=C1CN([C@@H]1C2N=CC=CC=2CCC1)CCO.[CH3:33][N:34]1[C:38]2[C:39]([N:43]3[CH2:48][CH2:47][NH:46][CH2:45][CH2:44]3)=[CH:40][CH:41]=[CH:42][C:37]=2[N:36]=[C:35]1[CH2:49][N:50]([C@@H:55]1[C:64]2[N:63]=[CH:62][CH:61]=[CH:60][C:59]=2[CH2:58][CH2:57][CH2:56]1)[CH2:51][CH2:52][CH2:53][OH:54], predict the reaction product. The product is: [CH3:33][N:34]1[C:38]2[C:39]([N:43]3[CH2:44][CH2:45][N:46]([CH3:1])[CH2:47][CH2:48]3)=[CH:40][CH:41]=[CH:42][C:37]=2[N:36]=[C:35]1[CH2:49][N:50]([C@@H:55]1[C:64]2[N:63]=[CH:62][CH:61]=[CH:60][C:59]=2[CH2:58][CH2:57][CH2:56]1)[CH2:51][CH2:52][CH2:53][OH:54].